Dataset: Peptide-MHC class I binding affinity with 185,985 pairs from IEDB/IMGT. Task: Regression. Given a peptide amino acid sequence and an MHC pseudo amino acid sequence, predict their binding affinity value. This is MHC class I binding data. The peptide sequence is FTMRHKKATY. The MHC is HLA-B35:01 with pseudo-sequence HLA-B35:01. The binding affinity (normalized) is 0.176.